Dataset: Full USPTO retrosynthesis dataset with 1.9M reactions from patents (1976-2016). Task: Predict the reactants needed to synthesize the given product. (1) Given the product [NH:1]1[C:5]2[CH:6]=[CH:7][C:8]([O:10][C:11]3[CH:12]=[CH:13][C:14]([CH2:17][N:18]([CH:19]4[CH2:24][CH2:23][C:22]([CH3:26])([CH3:25])[CH2:21][CH2:20]4)[C:27](=[O:28])[O:29][C:30]([CH3:33])([CH3:32])[CH3:31])=[CH:15][CH:16]=3)=[CH:9][C:4]=2[N:3]=[CH:2]1, predict the reactants needed to synthesize it. The reactants are: [NH:1]1[C:5]2[CH:6]=[CH:7][C:8]([O:10][C:11]3[CH:16]=[CH:15][C:14]([CH2:17][NH:18][CH:19]4[CH2:24][CH2:23][C:22]([CH3:26])([CH3:25])[CH2:21][CH2:20]4)=[CH:13][CH:12]=3)=[CH:9][C:4]=2[N:3]=[CH:2]1.[C:27](O[C:27]([O:29][C:30]([CH3:33])([CH3:32])[CH3:31])=[O:28])([O:29][C:30]([CH3:33])([CH3:32])[CH3:31])=[O:28].C([O-])(O)=O.[Na+]. (2) Given the product [OH:29][CH:28]([C:7]1[C:8]([C:22]2[CH:27]=[CH:26][CH:25]=[CH:24][CH:23]=2)=[N:9][N:10]2[C:15]([Si:16]([CH3:19])([CH3:18])[CH3:17])=[CH:14][C:13]([O:20][CH3:21])=[CH:12][C:11]=12)[C:30]1[N:35]=[C:34]([C:36]([O:38][CH3:39])=[O:37])[CH:33]=[CH:32][CH:31]=1, predict the reactants needed to synthesize it. The reactants are: C([Li])CCC.Br[C:7]1[C:8]([C:22]2[CH:27]=[CH:26][CH:25]=[CH:24][CH:23]=2)=[N:9][N:10]2[C:15]([Si:16]([CH3:19])([CH3:18])[CH3:17])=[CH:14][C:13]([O:20][CH3:21])=[CH:12][C:11]=12.[CH:28]([C:30]1[N:35]=[C:34]([C:36]([O:38][CH3:39])=[O:37])[CH:33]=[CH:32][CH:31]=1)=[O:29].[Cl-].[NH4+]. (3) Given the product [Cl:12][C:8]1[CH:7]=[C:6]2[C:11]([C:2]([NH:26][C:27]3[CH:34]=[CH:33][CH:32]=[CH:31][CH:28]=3)=[N:3][C:4]([C:13]3[CH:14]=[CH:15][CH:16]=[CH:17][CH:18]=3)=[N:5]2)=[CH:10][CH:9]=1, predict the reactants needed to synthesize it. The reactants are: Cl[C:2]1[C:11]2[C:6](=[CH:7][C:8]([Cl:12])=[CH:9][CH:10]=2)[N:5]=[C:4]([C:13]2[CH:18]=[CH:17][C:16](NC(=O)CC(C)C)=[CH:15][CH:14]=2)[N:3]=1.[NH2:26][C:27]1[CH:34]=[C:33](Cl)[CH:32]=[CH:31][C:28]=1C#N.CC(C)CC(NC1C=CC(C(Cl)=O)=CC=1)=O. (4) Given the product [Cl:27][C:5]1[CH:4]=[CH:3][C:2]([NH:1][C:36]([NH:35][C:33]2[CH:32]=[CH:31][C:30]([O:38][CH3:39])=[C:29]([Cl:28])[CH:34]=2)=[O:37])=[CH:7][C:6]=1[C:8]1[C:23](=[O:24])[N:22]([O:25][CH3:26])[C:11]2[N:12]=[C:13]([NH:16][CH2:17][CH2:18][N:19]([CH3:21])[CH3:20])[N:14]=[CH:15][C:10]=2[CH:9]=1, predict the reactants needed to synthesize it. The reactants are: [NH2:1][C:2]1[CH:3]=[CH:4][C:5]([Cl:27])=[C:6]([C:8]2[C:23](=[O:24])[N:22]([O:25][CH3:26])[C:11]3[N:12]=[C:13]([NH:16][CH2:17][CH2:18][N:19]([CH3:21])[CH3:20])[N:14]=[CH:15][C:10]=3[CH:9]=2)[CH:7]=1.[Cl:28][C:29]1[CH:34]=[C:33]([N:35]=[C:36]=[O:37])[CH:32]=[CH:31][C:30]=1[O:38][CH3:39].C1COCC1. (5) Given the product [NH2:17][C:2]1[CH:16]=[CH:15][C:5]([CH:6]([C:8]2[CH:13]=[CH:12][C:11]([CH3:14])=[CH:10][N:9]=2)[OH:7])=[CH:4][CH:3]=1, predict the reactants needed to synthesize it. The reactants are: F[C:2]1[CH:16]=[CH:15][C:5]([C:6]([C:8]2[CH:13]=[CH:12][C:11]([CH3:14])=[CH:10][N:9]=2)=[O:7])=[CH:4][CH:3]=1.[N-:17]=[N+]=[N-].[Na+].O. (6) Given the product [NH2:7][CH2:8][CH2:9][CH2:10][N:11]1[CH2:16][CH2:15][C:14]2[C:17]([C:38]([NH2:39])=[O:40])=[C:18]([NH:20][C:21](=[O:37])[NH:22][C:23]3[CH:28]=[CH:27][C:26]([Cl:50])=[CH:25][CH:24]=3)[S:19][C:13]=2[CH2:12]1, predict the reactants needed to synthesize it. The reactants are: C(OC(=O)[NH:7][CH2:8][CH2:9][CH2:10][N:11]1[CH2:16][CH2:15][C:14]2[C:17]([C:38](=[O:40])[NH2:39])=[C:18]([NH:20][C:21](=[O:37])[NH:22][C:23]3[CH:28]=[CH:27][C:26](C(=O)C4C=CC=CC=4)=[CH:25][CH:24]=3)[S:19][C:13]=2[CH2:12]1)(C)(C)C.C(O)(C(F)(F)F)=O.C(Cl)[Cl:50]. (7) Given the product [C:1]([C:5]1[CH:6]=[C:7]([NH:18][C:19](=[O:49])[NH:20][CH2:21][C:22]2[CH:48]=[CH:47][CH:46]=[CH:45][C:23]=2[CH2:24][O:25][C:26]2[CH:31]=[C:30]([CH3:32])[N:29]([C:33]3[CH:34]=[C:35]([CH:39]=[CH:40][C:41]=3[CH3:42])[C:36]([NH:50][CH2:51][C:52](=[O:53])[NH:54][CH3:55])=[O:37])[C:28](=[O:43])[C:27]=2[Cl:44])[N:8]([C:10]2[CH:15]=[CH:14][C:13]([OH:16])=[C:12]([Cl:17])[CH:11]=2)[N:9]=1)([CH3:3])([CH3:2])[CH3:4], predict the reactants needed to synthesize it. The reactants are: [C:1]([C:5]1[CH:6]=[C:7]([NH:18][C:19](=[O:49])[NH:20][CH2:21][C:22]2[CH:48]=[CH:47][CH:46]=[CH:45][C:23]=2[CH2:24][O:25][C:26]2[CH:31]=[C:30]([CH3:32])[N:29]([C:33]3[CH:34]=[C:35]([CH:39]=[CH:40][C:41]=3[CH3:42])[C:36](O)=[O:37])[C:28](=[O:43])[C:27]=2[Cl:44])[N:8]([C:10]2[CH:15]=[CH:14][C:13]([OH:16])=[C:12]([Cl:17])[CH:11]=2)[N:9]=1)([CH3:4])([CH3:3])[CH3:2].[NH2:50][CH2:51][C:52]([NH:54][CH3:55])=[O:53].CCN=C=NCCCN(C)C.